From a dataset of Forward reaction prediction with 1.9M reactions from USPTO patents (1976-2016). Predict the product of the given reaction. (1) Given the reactants [N:1]1[CH:6]=[CH:5][CH:4]=[CH:3][C:2]=1[CH2:7][CH2:8][C:9]([NH2:11])=[O:10].Br[CH2:13][C:14](=O)[CH2:15][CH3:16], predict the reaction product. The product is: [CH2:15]([C:14]1[C:7]([CH2:8][C:9]([NH2:11])=[O:10])=[C:2]2[N:1]([CH:13]=1)[CH:6]=[CH:5][CH:4]=[CH:3]2)[CH3:16]. (2) Given the reactants [CH2:1]([NH:3][C:4]1[CH:9]=[CH:8][CH:7]=[CH:6][CH:5]=1)[CH3:2].[OH:10][C:11]1[C:20]2[C:15](=[CH:16][CH:17]=[CH:18][C:19]=2[Cl:21])[N:14]([CH3:22])[C:13](=[O:23])[C:12]=1[C:24](O)=[O:25].C(N(CC)CC)C.S(Cl)(Cl)=O, predict the reaction product. The product is: [CH3:2][CH2:1][N:3]([C:24]([C:12]1[C:13](=[O:23])[N:14]([CH3:22])[C:15]2[CH:16]=[CH:17][CH:18]=[C:19]([Cl:21])[C:20]=2[C:11]=1[OH:10])=[O:25])[C:4]1[CH:9]=[CH:8][CH:7]=[CH:6][CH:5]=1. (3) The product is: [CH:12]([C:13]1[CH:14]=[CH:15][C:16]([C:19]#[N:20])=[N:17][CH:18]=1)=[O:11]. Given the reactants C(Cl)(=O)C(Cl)=O.CS(C)=O.[OH:11][CH2:12][C:13]1[CH:14]=[CH:15][C:16]([C:19]#[N:20])=[N:17][CH:18]=1.C(N(CC)CC)C, predict the reaction product. (4) Given the reactants Br[C:2]1[CH:3]=[CH:4][C:5]([C:8]([N:10]([CH3:32])[C:11]2[CH:16]=[CH:15][C:14]([CH2:17][N:18]3[CH2:23][CH2:22][N:21]([C:24]([O:26][C:27]([CH3:30])([CH3:29])[CH3:28])=[O:25])[C@@H:20]([CH3:31])[CH2:19]3)=[CH:13][CH:12]=2)=[O:9])=[N:6][CH:7]=1.[C:33]([C:35]1[CH:36]=[C:37]([OH:41])[CH:38]=[CH:39][CH:40]=1)#[N:34], predict the reaction product. The product is: [C:33]([C:35]1[CH:36]=[C:37]([O:41][C:2]2[CH:3]=[CH:4][C:5]([C:8]([N:10]([CH3:32])[C:11]3[CH:16]=[CH:15][C:14]([CH2:17][N:18]4[CH2:23][CH2:22][N:21]([C:24]([O:26][C:27]([CH3:30])([CH3:29])[CH3:28])=[O:25])[C@@H:20]([CH3:31])[CH2:19]4)=[CH:13][CH:12]=3)=[O:9])=[N:6][CH:7]=2)[CH:38]=[CH:39][CH:40]=1)#[N:34]. (5) Given the reactants [I-].[Li+].C([O:5][C:6](=[O:33])[C:7]1[C:12]([CH3:13])=[CH:11][C:10]([CH2:14][N:15]2[C:23]3[C:18](=[CH:19][C:20]([Cl:24])=[CH:21][CH:22]=3)[C:17]([CH3:25])=[C:16]2[C:26]2[CH:27]=[N:28][CH:29]=[CH:30][CH:31]=2)=[CH:9][C:8]=1[CH3:32])C.Cl, predict the reaction product. The product is: [NH4+:15].[OH-:5].[CH3:13][C:12]1[CH:11]=[C:10]([CH2:14][N:15]2[C:23]3[C:18](=[CH:19][C:20]([Cl:24])=[CH:21][CH:22]=3)[C:17]([CH3:25])=[C:16]2[C:26]2[CH:27]=[N:28][CH:29]=[CH:30][CH:31]=2)[CH:9]=[C:8]([CH3:32])[C:7]=1[C:6]([OH:33])=[O:5].